From a dataset of Reaction yield outcomes from USPTO patents with 853,638 reactions. Predict the reaction yield, written as a fraction of the theoretical maximum amount of product (1.0 means a 100% yield; for example, 0.34 means a 34% yield). (1) The reactants are [Br:1][C:2]1[CH:7]=[CH:6][CH:5]=[CH:4][C:3]=1[CH:8]1[CH2:13][C:12](=[O:14])[CH:11]=[C:10]([OH:15])[CH2:9]1.C(N(CC)CC)C.[C:23](Cl)(=[O:25])[CH3:24]. The catalyst is ClCCl. The product is [C:23]([O:14][C:12]1[CH2:13][CH:8]([C:3]2[CH:4]=[CH:5][CH:6]=[CH:7][C:2]=2[Br:1])[CH2:9][C:10](=[O:15])[CH:11]=1)(=[O:25])[CH3:24]. The yield is 0.960. (2) The reactants are [CH3:1][N:2]([CH3:16])[CH2:3][CH2:4][O:5][C:6]1[CH:7]=[C:8]([CH:13]=[CH:14][CH:15]=1)[C:9]([O:11]C)=O.[NH2:17][CH2:18][CH:19]([OH:31])[CH2:20][N:21]1[CH2:30][CH2:29][C:28]2[C:23](=[CH:24][CH:25]=[CH:26][CH:27]=2)[CH2:22]1. The catalyst is CCO. The product is [CH2:22]1[C:23]2[C:28](=[CH:27][CH:26]=[CH:25][CH:24]=2)[CH2:29][CH2:30][N:21]1[CH2:20][CH:19]([OH:31])[CH2:18][NH:17][C:9](=[O:11])[C:8]1[CH:13]=[CH:14][CH:15]=[C:6]([O:5][CH2:4][CH2:3][N:2]([CH3:1])[CH3:16])[CH:7]=1. The yield is 0.0640. (3) The reactants are [CH3:1][N:2]1[C:6]([C:7]2[CH:12]=[CH:11][N:10]=[CH:9][CH:8]=2)=[N:5][NH:4][C:3]1=[S:13].I[CH3:15]. The catalyst is [OH-].[Na+].C(O)C. The product is [CH3:1][N:2]1[C:3]([S:13][CH3:15])=[N:4][N:5]=[C:6]1[C:7]1[CH:12]=[CH:11][N:10]=[CH:9][CH:8]=1. The yield is 0.940. (4) The reactants are NC(N)=O.[CH2:5]([NH:8][S:9]([C:12]1[C:17]([Cl:18])=[CH:16][CH:15]=[C:14]([NH2:19])[C:13]=1[OH:20])(=[O:11])=[O:10])[CH2:6][CH3:7].[Cl:21][C:22]1[C:27]([Cl:28])=[CH:26][CH:25]=[CH:24][C:23]=1[N:29]=[C:30]=[O:31]. No catalyst specified. The product is [Cl:18][C:17]1[CH:16]=[CH:15][C:14]([NH:19][C:30]([NH:29][C:23]2[CH:24]=[CH:25][CH:26]=[C:27]([Cl:28])[C:22]=2[Cl:21])=[O:31])=[C:13]([OH:20])[C:12]=1[S:9]([NH:8][CH2:5][CH2:6][CH3:7])(=[O:11])=[O:10]. The yield is 0.810. (5) The reactants are Cl[CH2:2][C:3]1[CH:8]=[CH:7][C:6]([C:9]2[C:10]([NH:15][S:16]([C:19]3[CH:24]=[CH:23][CH:22]=[CH:21][C:20]=3[C:25]([F:28])([F:27])[F:26])(=[O:18])=[O:17])=[N:11][CH:12]=[CH:13][N:14]=2)=[CH:5][CH:4]=1.[C:29]([C:31]1[CH:36]=[CH:35][C:34]([OH:37])=[CH:33][CH:32]=1)#[N:30]. No catalyst specified. The product is [C:29]([C:31]1[CH:36]=[CH:35][C:34]([O:37][CH2:2][C:3]2[CH:8]=[CH:7][C:6]([C:9]3[C:10]([NH:15][S:16]([C:19]4[CH:24]=[CH:23][CH:22]=[CH:21][C:20]=4[C:25]([F:28])([F:27])[F:26])(=[O:18])=[O:17])=[N:11][CH:12]=[CH:13][N:14]=3)=[CH:5][CH:4]=2)=[CH:33][CH:32]=1)#[N:30]. The yield is 0.730.